This data is from Reaction yield outcomes from USPTO patents with 853,638 reactions. The task is: Predict the reaction yield, written as a fraction of the theoretical maximum amount of product (1.0 means a 100% yield; for example, 0.34 means a 34% yield). (1) The reactants are [Cl:1][C:2]1[N:3]=[C:4](Cl)[C:5]2[S:10][CH:9]=[CH:8][C:6]=2[N:7]=1.C([O-])([O-])=O.[K+].[K+].[CH2:18]([O:20][C:21]([Sn](CCCC)(CCCC)CCCC)=[CH2:22])[CH3:19]. The catalyst is O1CCOCC1.O.Cl[Pd](Cl)([P](C1C=CC=CC=1)(C1C=CC=CC=1)C1C=CC=CC=1)[P](C1C=CC=CC=1)(C1C=CC=CC=1)C1C=CC=CC=1. The product is [Cl:1][C:2]1[N:3]=[C:4]([C:18]([O:20][CH2:21][CH3:22])=[CH2:19])[C:5]2[S:10][CH:9]=[CH:8][C:6]=2[N:7]=1. The yield is 0.650. (2) The reactants are [CH3:1][CH2:2][O-:3].[Na+].CCO.Cl[CH2:9][C:10]1[CH:15]=[CH:14][C:13]([CH3:16])=[C:12]([N+:17]([O-:19])=[O:18])[CH:11]=1. The catalyst is O. The product is [CH2:2]([O:3][CH2:9][C:10]1[CH:15]=[CH:14][C:13]([CH3:16])=[C:12]([N+:17]([O-:19])=[O:18])[CH:11]=1)[CH3:1]. The yield is 0.960.